Dataset: Catalyst prediction with 721,799 reactions and 888 catalyst types from USPTO. Task: Predict which catalyst facilitates the given reaction. Reactant: [Cl:1][C:2]1[C:3](F)=[C:4]([F:19])[CH:5]=[C:6]2[C:11]=1[N:10]([CH:12]1[CH2:14][CH2:13]1)[CH:9]=[C:8]([C:15]([OH:17])=[O:16])[C:7]2=[O:18].[N:21]1([CH2:28][CH2:29][OH:30])[CH2:27][CH2:26][CH2:25][NH:24][CH2:23][CH2:22]1. Product: [Cl:1][C:2]1[C:3]([N:24]2[CH2:25][CH2:26][CH2:27][N:21]([CH2:28][CH2:29][OH:30])[CH2:22][CH2:23]2)=[C:4]([F:19])[CH:5]=[C:6]2[C:11]=1[N:10]([CH:12]1[CH2:14][CH2:13]1)[CH:9]=[C:8]([C:15]([OH:17])=[O:16])[C:7]2=[O:18]. The catalyst class is: 17.